From a dataset of Full USPTO retrosynthesis dataset with 1.9M reactions from patents (1976-2016). Predict the reactants needed to synthesize the given product. (1) Given the product [CH3:23][C:24]1[C:28]([S:29]([NH:1][CH2:2][CH2:3][CH2:4][N:5]2[CH2:10][CH2:9][CH:8]([C:11]3[CH:12]=[C:13]([NH:17][C:18](=[O:22])[CH:19]([CH3:20])[CH3:21])[CH:14]=[CH:15][CH:16]=3)[CH2:7][CH2:6]2)(=[O:31])=[O:30])=[C:27]([CH3:33])[O:26][N:25]=1, predict the reactants needed to synthesize it. The reactants are: [NH2:1][CH2:2][CH2:3][CH2:4][N:5]1[CH2:10][CH2:9][CH:8]([C:11]2[CH:12]=[C:13]([NH:17][C:18](=[O:22])[CH:19]([CH3:21])[CH3:20])[CH:14]=[CH:15][CH:16]=2)[CH2:7][CH2:6]1.[CH3:23][C:24]1[C:28]([S:29](Cl)(=[O:31])=[O:30])=[C:27]([CH3:33])[O:26][N:25]=1. (2) Given the product [Cl:1][C:2]1[CH:18]=[CH:17][C:16]([Cl:19])=[CH:15][C:3]=1[O:4][C:5]1[CH:10]=[CH:9][C:8]([NH2:11])=[CH:7][C:6]=1[F:14], predict the reactants needed to synthesize it. The reactants are: [Cl:1][C:2]1[CH:18]=[CH:17][C:16]([Cl:19])=[CH:15][C:3]=1[O:4][C:5]1[CH:10]=[CH:9][C:8]([N+:11]([O-])=O)=[CH:7][C:6]=1[F:14].[Sn](Cl)(Cl)(Cl)Cl.C(=O)(O)[O-].[Na+]. (3) Given the product [NH:11]([C:7]1[CH:6]=[C:5]([CH:10]=[CH:9][CH:8]=1)[C:4]([O:3][CH2:1][CH3:2])=[O:12])[NH2:13], predict the reactants needed to synthesize it. The reactants are: [CH2:1]([O:3][C:4](=[O:12])[C:5]1[CH:10]=[CH:9][CH:8]=[C:7]([NH2:11])[CH:6]=1)[CH3:2].[N:13]([O-])=O.[Na+].O.O.Cl[Sn]Cl. (4) Given the product [C:1]([C@@H:5]1[CH2:6][CH2:7][C@H:8]([C:11]2[N:19]3[C:14]([C:15](=[O:28])[NH:16][C:17]([C:20]4[CH:21]=[C:22]([CH:25]=[CH:26][CH:27]=4)[C:23]([NH2:24])=[O:32])=[N:18]3)=[C:13]([CH2:29][CH3:30])[N:12]=2)[CH2:9][CH2:10]1)([CH3:4])([CH3:3])[CH3:2], predict the reactants needed to synthesize it. The reactants are: [C:1]([C@@H:5]1[CH2:10][CH2:9][C@H:8]([C:11]2[N:19]3[C:14]([C:15](=[O:28])[NH:16][C:17]([C:20]4[CH:21]=[C:22]([CH:25]=[CH:26][CH:27]=4)[C:23]#[N:24])=[N:18]3)=[C:13]([CH2:29][CH3:30])[N:12]=2)[CH2:7][CH2:6]1)([CH3:4])([CH3:3])[CH3:2].C(=O)([O-])[O-:32].[K+].[K+].ClCCl. (5) Given the product [N:28]([C:16]1([C:18]2[CH:23]=[CH:22][CH:21]=[C:20]([CH:24]([CH3:26])[CH3:25])[CH:19]=2)[CH2:17][N:14]([CH:1]([C:8]2[CH:13]=[CH:12][CH:11]=[CH:10][CH:9]=2)[C:2]2[CH:7]=[CH:6][CH:5]=[CH:4][CH:3]=2)[CH2:15]1)=[N+:29]=[N-:30], predict the reactants needed to synthesize it. The reactants are: [CH:1]([N:14]1[CH2:17][C:16](Cl)([C:18]2[CH:23]=[CH:22][CH:21]=[C:20]([CH:24]([CH3:26])[CH3:25])[CH:19]=2)[CH2:15]1)([C:8]1[CH:13]=[CH:12][CH:11]=[CH:10][CH:9]=1)[C:2]1[CH:7]=[CH:6][CH:5]=[CH:4][CH:3]=1.[N-:28]=[N+:29]=[N-:30].[Na+]. (6) Given the product [CH3:1][O:2][C:3]([C:4]1[CH:9]=[CH:8][C:7]2[N:10]([CH2:11][CH3:12])[C:30]([NH:15][C:16]3[S:17][C:18]4[CH:24]=[C:23]([O:25][C:26]([F:29])([F:27])[F:28])[CH:22]=[CH:21][C:19]=4[N:20]=3)=[N:13][C:6]=2[CH:5]=1)=[O:14], predict the reactants needed to synthesize it. The reactants are: [CH3:1][O:2][C:3](=[O:14])[C:4]1[CH:9]=[CH:8][C:7]([NH:10][CH2:11][CH3:12])=[C:6]([NH2:13])[CH:5]=1.[NH2:15][C:16]1[S:17][C:18]2[CH:24]=[C:23]([O:25][C:26]([F:29])([F:28])[F:27])[CH:22]=[CH:21][C:19]=2[N:20]=1.[C:30](N1C=CN=C1)(N1C=CN=C1)=S. (7) Given the product [Cl:1][C:2]1[CH:7]=[CH:6][C:5]([CH:8]([O:12][C:13]2[CH:18]=[CH:17][CH:16]=[C:15]([C:19]([F:22])([F:21])[F:20])[CH:14]=2)[C:9]([Cl:25])=[O:10])=[CH:4][CH:3]=1, predict the reactants needed to synthesize it. The reactants are: [Cl:1][C:2]1[CH:7]=[CH:6][C:5]([CH:8]([O:12][C:13]2[CH:18]=[CH:17][CH:16]=[C:15]([C:19]([F:22])([F:21])[F:20])[CH:14]=2)[C:9](O)=[O:10])=[CH:4][CH:3]=1.O=S(Cl)[Cl:25]. (8) The reactants are: [Br:1][C:2]1[CH:12]=[C:11]([F:13])[C:10]([F:14])=[CH:9][C:3]=1[O:4][CH2:5][C:6]([OH:8])=O.[CH:15]([NH:18][NH:19][C:20](=[O:27])[C:21]1[CH:26]=[CH:25][CH:24]=[CH:23][CH:22]=1)([CH3:17])[CH3:16].C(N(C(C)C)CC)(C)C.C1CN([P+](Br)(N2CCCC2)N2CCCC2)CC1.F[P-](F)(F)(F)(F)F. Given the product [Br:1][C:2]1[CH:12]=[C:11]([F:13])[C:10]([F:14])=[CH:9][C:3]=1[O:4][CH2:5][C:6]([N:18]([CH:15]([CH3:17])[CH3:16])[NH:19][C:20](=[O:27])[C:21]1[CH:26]=[CH:25][CH:24]=[CH:23][CH:22]=1)=[O:8], predict the reactants needed to synthesize it. (9) Given the product [CH3:1][O:2][C:3]1[C:4]([CH3:31])=[C:5]([C:22]([O:29][CH3:30])=[C:23]([O:27][CH3:28])[C:24]=1[O:25][CH3:26])[CH2:6][C:7]1[CH:15]=[CH:14][C:10]([C:11]([N:32]2[CH2:37][CH2:36][CH2:35][CH2:34][CH2:33]2)=[O:13])=[C:9]([C:16]2[CH:17]=[N:18][CH:19]=[CH:20][CH:21]=2)[CH:8]=1, predict the reactants needed to synthesize it. The reactants are: [CH3:1][O:2][C:3]1[C:4]([CH3:31])=[C:5]([C:22]([O:29][CH3:30])=[C:23]([O:27][CH3:28])[C:24]=1[O:25][CH3:26])[CH2:6][C:7]1[CH:15]=[CH:14][C:10]([C:11]([OH:13])=O)=[C:9]([C:16]2[CH:17]=[N:18][CH:19]=[CH:20][CH:21]=2)[CH:8]=1.[NH:32]1[CH2:37][CH2:36][CH2:35][CH2:34][CH2:33]1.CCN=C=NCCCN(C)C.Cl. (10) Given the product [Cl:1][C:2]1[CH:10]=[CH:9][CH:8]=[C:7]2[C:3]=1[C:4]([C:11](=[O:16])[C:12]([F:14])([F:15])[F:13])=[CH:5][N:6]2[CH2:20][CH2:21][O:22][CH3:23], predict the reactants needed to synthesize it. The reactants are: [Cl:1][C:2]1[CH:10]=[CH:9][CH:8]=[C:7]2[C:3]=1[C:4]([C:11](=[O:16])[C:12]([F:15])([F:14])[F:13])=[CH:5][NH:6]2.[OH-].[K+].Br[CH2:20][CH2:21][O:22][CH3:23].O.